The task is: Predict the product of the given reaction.. This data is from Forward reaction prediction with 1.9M reactions from USPTO patents (1976-2016). (1) The product is: [Cl:14][C:12]1[CH:13]=[C:4]([C:1]#[N:2])[CH:5]=[C:6]([Cl:15])[C:7]=1[C:8]([O:10][CH3:11])=[O:9]. Given the reactants [C:1]([C:4]1[CH:13]=[C:12]([Cl:14])[C:7]([C:8]([O:10][CH3:11])=[O:9])=[C:6]([Cl:15])[CH:5]=1)(=O)[NH2:2].FC(F)(F)C(OC(=O)C(F)(F)F)=O.N1C=CC=CC=1, predict the reaction product. (2) Given the reactants [C:1]([NH:4][CH2:5][C:6]([OH:8])=O)(=[O:3])[CH3:2].C1C=CC2N(O)N=NC=2C=1.C1CCC(N=C=NC2CCCCC2)CC1.[C:34]1([P:40]([CH2:47][SH:48])[C:41]2[CH:46]=[CH:45][CH:44]=[CH:43][CH:42]=2)[CH:39]=[CH:38][CH:37]=[CH:36][CH:35]=1, predict the reaction product. The product is: [C:34]1([P:40]([CH2:47][S:48][C:6](=[O:8])[CH2:5][NH:4][C:1](=[O:3])[CH3:2])[C:41]2[CH:46]=[CH:45][CH:44]=[CH:43][CH:42]=2)[CH:35]=[CH:36][CH:37]=[CH:38][CH:39]=1. (3) Given the reactants [F:1][C:2]1[CH:7]=CC=C[C:3]=1N1CCNCC1.[CH:14]([N:17]([CH:20]([CH3:22])[CH3:21])[CH2:18][CH3:19])([CH3:16])C.Cl.[N:24]1([C:29](=[NH:31])[NH2:30])C=CC=N1, predict the reaction product. The product is: [F:1][C:2]1[CH:3]=[CH:22][C:20]([N:17]2[CH2:18][CH2:19][N:30]([C:29](=[NH:24])[NH2:31])[CH2:16][CH2:14]2)=[CH:21][CH:7]=1. (4) Given the reactants [CH3:1][O:2][C:3]([C:5]1[S:6][C:7]([NH2:13])=[C:8]([CH3:12])[C:9]=1[C:10]#[N:11])=[O:4].[F:14][C:15]1[CH:23]=[CH:22][C:18]([C:19](O)=[O:20])=[CH:17][CH:16]=1, predict the reaction product. The product is: [CH3:1][O:2][C:3]([C:5]1[S:6][C:7]([NH:13][C:19](=[O:20])[C:18]2[CH:22]=[CH:23][C:15]([F:14])=[CH:16][CH:17]=2)=[C:8]([CH3:12])[C:9]=1[C:10]#[N:11])=[O:4]. (5) Given the reactants Br[C:2]1[CH:8]=[CH:7]C(N)=[CH:4][CH:3]=1.[Br:9][C:10]1[CH:16]=[CH:15][CH:14]=[CH:13][C:11]=1[NH2:12].C1(=O)CCCCC1, predict the reaction product. The product is: [Br:9][C:10]1[CH:16]=[CH:15][CH:14]=[CH:13][C:11]=1[NH:12][CH:2]([CH2:8][CH3:7])[CH2:3][CH3:4]. (6) Given the reactants [CH3:1][C:2]1[N:7]=[C:6]([C:8]([OH:10])=O)[C:5]([N:11]2[N:15]=[CH:14][CH:13]=[N:12]2)=[CH:4][CH:3]=1.C1C=CC2N(O)N=NC=2C=1.O.CCN=C=NCCCN(C)C.Cl.Cl.[F:40][C:41]1[CH:56]=[CH:55][C:44]2[N:45]=[C:46]([CH:48]3[CH2:53][CH2:52][CH:51]([CH3:54])[NH:50][CH2:49]3)[O:47][C:43]=2[CH:42]=1.C([O-])(O)=O.[Na+], predict the reaction product. The product is: [F:40][C:41]1[CH:56]=[CH:55][C:44]2[N:45]=[C:46]([C@H:48]3[CH2:49][N:50]([C:8]([C:6]4[C:5]([N:11]5[N:15]=[CH:14][CH:13]=[N:12]5)=[CH:4][CH:3]=[C:2]([CH3:1])[N:7]=4)=[O:10])[C@H:51]([CH3:54])[CH2:52][CH2:53]3)[O:47][C:43]=2[CH:42]=1. (7) Given the reactants [CH2:1]([O:8][CH2:9][CH2:10][CH2:11][CH2:12][CH2:13][CH2:14][CH2:15][CH2:16][CH2:17][CH2:18][CH2:19][S:20]C(=O)C)[C:2]1[CH:7]=[CH:6][CH:5]=[CH:4][CH:3]=1.ClCCl.Cl, predict the reaction product. The product is: [CH2:1]([O:8][CH2:9][CH2:10][CH2:11][CH2:12][CH2:13][CH2:14][CH2:15][CH2:16][CH2:17][CH2:18][CH2:19][SH:20])[C:2]1[CH:7]=[CH:6][CH:5]=[CH:4][CH:3]=1.